This data is from Catalyst prediction with 721,799 reactions and 888 catalyst types from USPTO. The task is: Predict which catalyst facilitates the given reaction. (1) Reactant: [F:1][C:2]1[CH:7]=[CH:6][C:5]([C:8]#[C:9][C:10]2[CH:11]=[CH:12][C:13]([N:16]3[CH2:21][CH2:20][N:19]([S:22]([CH:25]=[CH:26][CH2:27][CH2:28][CH2:29][C:30]4[N:35]=[CH:34][CH:33]=[CH:32][N:31]=4)(=[O:24])=[O:23])[CH2:18][CH2:17]3)=[N:14][CH:15]=2)=[CH:4][CH:3]=1.[NH2:36][OH:37]. Product: [F:1][C:2]1[CH:7]=[CH:6][C:5]([C:8]#[C:9][C:10]2[CH:11]=[CH:12][C:13]([N:16]3[CH2:17][CH2:18][N:19]([S:22]([CH2:25][CH:26]([NH:36][OH:37])[CH2:27][CH2:28][CH2:29][C:30]4[N:35]=[CH:34][CH:33]=[CH:32][N:31]=4)(=[O:24])=[O:23])[CH2:20][CH2:21]3)=[N:14][CH:15]=2)=[CH:4][CH:3]=1. The catalyst class is: 1. (2) Reactant: [NH:1]1[CH2:6][CH2:5][O:4][CH2:3][CH2:2]1.[CH2:7]([NH:10][C:11](=O)[O:12]C1C=CC([N+]([O-])=O)=CC=1)[C:8]#[CH:9]. Product: [CH2:7]([NH:10][C:11]([N:1]1[CH2:6][CH2:5][O:4][CH2:3][CH2:2]1)=[O:12])[C:8]#[CH:9]. The catalyst class is: 4. (3) Reactant: C(OC([NH:8][C:9]1[CH:10]=[CH:11][C:12]([O:18]C(C)(C)C)=[C:13]([CH:17]=1)[C:14]([OH:16])=[O:15])=O)(C)(C)C.OC1C2N=NNC=2C=CC=1.C1CCC(N=C=NC2CCCCC2)CC1.O[C:49]1[CH:57]=[CH:56][C:52]([C:53]([NH2:55])=[S:54])=[CH:51][CH:50]=1. Product: [C:53]([C:52]1[CH:56]=[CH:57][C:49]([O:16][C:14](=[O:15])[C:13]2[CH:17]=[C:9]([NH2:8])[CH:10]=[CH:11][C:12]=2[OH:18])=[CH:50][CH:51]=1)(=[S:54])[NH2:55]. The catalyst class is: 42. (4) Reactant: Cl[CH2:2][C:3](=[O:5])[CH3:4].[CH:6]([NH:8][C:9]1[CH:18]=[CH:17][C:12]([C:13]([O:15][CH3:16])=[O:14])=[CH:11][C:10]=1[O:19][CH3:20])=[O:7].C(=O)([O-])[O-].[Cs+].[Cs+].[I-].[K+]. Product: [CH:6]([N:8]([CH2:2][C:3](=[O:5])[CH3:4])[C:9]1[CH:18]=[CH:17][C:12]([C:13]([O:15][CH3:16])=[O:14])=[CH:11][C:10]=1[O:19][CH3:20])=[O:7]. The catalyst class is: 39. (5) Reactant: [CH:1]1([CH:4]([C:12]2[CH:17]=[CH:16][CH:15]=[C:14]([C:18]([F:21])([F:20])[F:19])[CH:13]=2)[N:5]2[CH2:10][CH2:9][NH:8][CH2:7][C@H:6]2C)[CH2:3][CH2:2]1.Br[CH2:23][C:24]([O:26][C:27]([CH3:30])([CH3:29])[CH3:28])=[O:25].[CH2:31](N(CC)CC)C. Product: [CH:1]1([CH:4]([C:12]2[CH:17]=[CH:16][CH:15]=[C:14]([C:18]([F:19])([F:21])[F:20])[CH:13]=2)[N:5]2[CH2:6][CH2:7][N:8]([CH2:23][C:24]([O:26][C:27]([CH3:30])([CH3:29])[CH3:28])=[O:25])[C@H:9]([CH3:31])[CH2:10]2)[CH2:3][CH2:2]1. The catalyst class is: 23. (6) Product: [Br:9][C:10]1[C:18]([CH3:19])=[CH:17][CH:16]=[CH:15][C:11]=1[C:12]1[N:4]2[CH:5]=[CH:6][CH:7]=[CH:8][C:3]2=[N:1][N:2]=1. The catalyst class is: 759. Reactant: [NH:1]([C:3]1[CH:8]=[CH:7][CH:6]=[CH:5][N:4]=1)[NH2:2].[Br:9][C:10]1[C:18]([CH3:19])=[CH:17][CH:16]=[CH:15][C:11]=1[C:12](O)=O.F[P-](F)(F)(F)(F)F.N1(O[P+](N2CCCC2)(N2CCCC2)N2CCCC2)C2C=CC=CC=2N=N1.CCN(C(C)C)C(C)C.COC1C=CC(P2(SP(C3C=CC(OC)=CC=3)(=S)S2)=S)=CC=1.